This data is from Catalyst prediction with 721,799 reactions and 888 catalyst types from USPTO. The task is: Predict which catalyst facilitates the given reaction. (1) Reactant: [Cl:1][C:2]1[CH:7]=[C:6]([C:8]([F:11])([F:10])[F:9])[CH:5]=[C:4]([Cl:12])[C:3]=1[N:13]1[C:17]([NH:18][CH2:19][CH2:20][O:21][CH3:22])=[C:16]([S:23]([C:26]([F:29])([F:28])[F:27])(=[O:25])=[O:24])[C:15]([C:30]#[N:31])=[N:14]1.[H-].[Na+].I[CH3:35].[Cl-].[NH4+]. Product: [Cl:12][C:4]1[CH:5]=[C:6]([C:8]([F:11])([F:10])[F:9])[CH:7]=[C:2]([Cl:1])[C:3]=1[N:13]1[C:17]([N:18]([CH2:19][CH2:20][O:21][CH3:22])[CH3:35])=[C:16]([S:23]([C:26]([F:29])([F:27])[F:28])(=[O:24])=[O:25])[C:15]([C:30]#[N:31])=[N:14]1. The catalyst class is: 54. (2) Reactant: [C:1]([C:3]1[N:4]=[C:5]([CH:8]2[CH2:13][CH2:12][N:11]([C:14]([O:16][C:17]([CH3:20])([CH3:19])[CH3:18])=[O:15])[CH2:10][CH2:9]2)[S:6][CH:7]=1)#[CH:2].[CH3:21][Si:22]([CH3:29])([CH3:28])N[Si:22]([CH3:29])([CH3:28])[CH3:21].[Li].C[Si](Cl)(C)C. Product: [CH3:21][Si:22]([C:2]#[C:1][C:3]1[N:4]=[C:5]([CH:8]2[CH2:13][CH2:12][N:11]([C:14]([O:16][C:17]([CH3:20])([CH3:19])[CH3:18])=[O:15])[CH2:10][CH2:9]2)[S:6][CH:7]=1)([CH3:29])[CH3:28]. The catalyst class is: 7. (3) Reactant: [NH2:1][C:2]1[CH:3]=[C:4]([CH:7]=[CH:8][CH:9]=1)[C:5]#[N:6].[CH3:10][S:11](Cl)(=[O:13])=[O:12]. Product: [C:5]([C:4]1[CH:3]=[C:2]([NH:1][S:11]([CH3:10])(=[O:13])=[O:12])[CH:9]=[CH:8][CH:7]=1)#[N:6]. The catalyst class is: 17. (4) Reactant: [CH2:1]([S:8][C:9]1[N:10]=[N:11][C:12]([C:15]2[CH:20]=[CH:19][C:18]([O:21][CH2:22][CH2:23][CH2:24][N:25]3[CH2:29][CH2:28][CH2:27][C@H:26]3[CH3:30])=[CH:17][CH:16]=2)=[CH:13][CH:14]=1)[C:2]1[CH:7]=[CH:6][CH:5]=[CH:4][CH:3]=1.[OH:31]O.O. Product: [CH3:30][C@@H:26]1[CH2:27][CH2:28][CH2:29][N:25]1[CH2:24][CH2:23][CH2:22][O:21][C:18]1[CH:19]=[CH:20][C:15]([C:12]2[N:11]=[N:10][C:9]([S:8]([CH2:1][C:2]3[CH:3]=[CH:4][CH:5]=[CH:6][CH:7]=3)=[O:31])=[CH:14][CH:13]=2)=[CH:16][CH:17]=1. The catalyst class is: 52. (5) The catalyst class is: 17. Reactant: [NH2:1][C:2]1[CH:3]=[C:4]([C:12]2[CH:17]=[CH:16][C:15]([CH2:18][CH2:19][N:20]([CH2:36][C:37]3[CH:42]=[CH:41][CH:40]=[CH:39][CH:38]=3)[CH2:21][C@@H:22]([C:30]3[CH:35]=[CH:34][CH:33]=[CH:32][CH:31]=3)[O:23][CH:24]3[CH2:29][CH2:28][CH2:27][CH2:26][O:25]3)=[CH:14][CH:13]=2)[CH:5]=[CH:6][C:7]=1[C:8]([O:10][CH3:11])=[O:9].[C:43](OC(=O)C)(=[O:45])[CH3:44].O. Product: [C:43]([NH:1][C:2]1[CH:3]=[C:4]([C:12]2[CH:17]=[CH:16][C:15]([CH2:18][CH2:19][N:20]([CH2:36][C:37]3[CH:38]=[CH:39][CH:40]=[CH:41][CH:42]=3)[CH2:21][C@@H:22]([C:30]3[CH:31]=[CH:32][CH:33]=[CH:34][CH:35]=3)[O:23][CH:24]3[CH2:29][CH2:28][CH2:27][CH2:26][O:25]3)=[CH:14][CH:13]=2)[CH:5]=[CH:6][C:7]=1[C:8]([O:10][CH3:11])=[O:9])(=[O:45])[CH3:44]. (6) Reactant: [CH2:1]([N:9]1[C:17](=[O:18])[C:16]2[C:11](=[C:12]3[CH:21]=[N:20][NH:19][C:13]3=[N:14][CH:15]=2)[C:10]1=[O:22])[CH2:2][C:3]1[CH:8]=[CH:7][CH:6]=[CH:5][CH:4]=1.C1C(=O)N([Br:30])C(=O)C1.O. Product: [Br:30][C:21]1[C:12]2[C:13](=[N:14][CH:15]=[C:16]3[C:17](=[O:18])[N:9]([CH2:1][CH2:2][C:3]4[CH:4]=[CH:5][CH:6]=[CH:7][CH:8]=4)[C:10](=[O:22])[C:11]3=2)[NH:19][N:20]=1. The catalyst class is: 2. (7) Reactant: I[C:2]1[N:6]([CH3:7])[N:5]=[CH:4][CH:3]=1.[F:8][C:9]1[CH:14]=[CH:13][C:12]([N:15]2[CH:19]=[C:18](B(O)O)[CH:17]=[N:16]2)=[CH:11][CH:10]=1.C(=O)([O-])[O-].[Na+].[Na+].C(O)C. Product: [F:8][C:9]1[CH:14]=[CH:13][C:12]([N:15]2[CH:19]=[C:18]([C:2]3[N:6]([CH3:7])[N:5]=[CH:4][CH:3]=3)[CH:17]=[N:16]2)=[CH:11][CH:10]=1. The catalyst class is: 226.